This data is from Full USPTO retrosynthesis dataset with 1.9M reactions from patents (1976-2016). The task is: Predict the reactants needed to synthesize the given product. (1) Given the product [CH3:1][C:2]1[CH:6]=[C:5]([O:7][CH2:8][C:9]2[N:13]([C:14]3[CH:15]=[CH:16][CH:17]=[CH:18][CH:19]=3)[N:12]=[C:11]([CH3:20])[CH:10]=2)[N:4]([CH2:21][CH2:22][NH2:23])[N:3]=1, predict the reactants needed to synthesize it. The reactants are: [CH3:1][C:2]1[CH:6]=[C:5]([O:7][CH2:8][C:9]2[N:13]([C:14]3[CH:19]=[CH:18][CH:17]=[CH:16][CH:15]=3)[N:12]=[C:11]([CH3:20])[CH:10]=2)[N:4]([CH2:21][CH2:22][N:23]2C(=O)C3C(=CC=CC=3)C2=O)[N:3]=1. (2) Given the product [CH2:26]([O:25][C:23](=[O:24])[NH:22][CH2:21][C:17]1[CH:18]=[CH:19][CH:20]=[C:15]2[C:16]=1[C:33](=[O:35])[N:39]([CH:40]1[CH2:46][CH2:45][C:44](=[O:47])[NH:43][C:41]1=[O:42])[C:14]2=[O:37])[C:27]1[CH:28]=[CH:29][CH:30]=[CH:31][CH:32]=1, predict the reactants needed to synthesize it. The reactants are: N12CCCN=C1CCCCC2.CO[C:14](=[O:37])[C:15]1[CH:20]=[CH:19][CH:18]=[C:17]([CH2:21][NH:22][C:23]([O:25][CH2:26][C:27]2[CH:32]=[CH:31][CH:30]=[CH:29][CH:28]=2)=[O:24])[C:16]=1[C:33]([O:35]C)=O.Cl.[NH2:39][CH:40]1[CH2:46][CH2:45][C:44](=[O:47])[NH:43][C:41]1=[O:42].O. (3) Given the product [CH2:3]([C:10]([CH2:21][S:22][CH3:23])([C:11]([OH:13])=[O:12])[C:16]([OH:18])=[O:17])[C:4]1[CH:5]=[CH:6][CH:7]=[CH:8][CH:9]=1, predict the reactants needed to synthesize it. The reactants are: [OH-].[K+].[CH2:3]([C:10]([CH2:21][S:22][CH3:23])([C:16]([O:18]CC)=[O:17])[C:11]([O:13]CC)=[O:12])[C:4]1[CH:9]=[CH:8][CH:7]=[CH:6][CH:5]=1.CO.Cl. (4) Given the product [CH3:15][O:14][C:12](=[O:13])[CH:16]=[CH:6][C:5]1[CH:8]=[CH:9][C:10]([CH3:11])=[C:3]([O:2][CH3:1])[CH:4]=1, predict the reactants needed to synthesize it. The reactants are: [CH3:1][O:2][C:3]1[CH:4]=[C:5]([CH:8]=[CH:9][C:10]=1[CH3:11])[CH:6]=O.[C:12]([CH:16]=P(C1C=CC=CC=1)(C1C=CC=CC=1)C1C=CC=CC=1)([O:14][CH3:15])=[O:13].